Dataset: Catalyst prediction with 721,799 reactions and 888 catalyst types from USPTO. Task: Predict which catalyst facilitates the given reaction. (1) Reactant: [CH3:1][O-:2].[Na+].[Br:4][C@H:5]1[C@@H:11]2[CH2:12][C@@H:8]([C:9](=[O:13])[O:10]2)[C@H:7]([C:14]2[CH:19]=[CH:18][CH:17]=[CH:16][C:15]=2[Br:20])[CH2:6]1.Cl. Product: [Br:4][C@H:5]1[C@@H:11]([OH:10])[CH2:12][C@@H:8]([C:9]([O:2][CH3:1])=[O:13])[C@H:7]([C:14]2[CH:19]=[CH:18][CH:17]=[CH:16][C:15]=2[Br:20])[CH2:6]1. The catalyst class is: 5. (2) Reactant: [F:1][C:2]([F:15])([F:14])[O:3][C:4]1[CH:5]=[C:6](/[CH:10]=[CH:11]/[C:12]#[N:13])[CH:7]=[CH:8][CH:9]=1.FC(F)(F)OC1C=C(/C=C\C#N)C=CC=1.Cl.[F:32][C:33]1[CH:38]=[CH:37][C:36]([NH:39][NH2:40])=[CH:35][CH:34]=1.[O-]CC.[Na+]. Product: [F:32][C:33]1[CH:38]=[CH:37][C:36]([N:39]2[CH:10]([C:6]3[CH:7]=[CH:8][CH:9]=[C:4]([O:3][C:2]([F:14])([F:15])[F:1])[CH:5]=3)[CH2:11][C:12]([NH2:13])=[N:40]2)=[CH:35][CH:34]=1. The catalyst class is: 8. (3) Reactant: [Cl:1][CH2:2][C:3]1[C:12]2[C:7](=[C:8]([CH3:14])[C:9]([OH:13])=[CH:10][CH:11]=2)[O:6][C:5](=[O:15])[CH:4]=1.[S:16]([O-:19])([O-:18])=[O:17].[Na+:20].[Na+].[CH2:22](O)C. Product: [Cl:1][CH2:2][C:3]1([CH2:22][S:16]([O-:19])(=[O:18])=[O:17])[C:12]2[C:7](=[C:8]([CH3:14])[C:9]([OH:13])=[CH:10][CH:11]=2)[O:6][C:5](=[O:15])[CH2:4]1.[Na+:20]. The catalyst class is: 6. (4) Reactant: [F:1][C:2]([F:13])([F:12])[C:3]1[CH:11]=[CH:10]C(C(O)=O)=CN=1.[C:14](Cl)(=[O:18])[C:15](Cl)=O.[F:20][C:21]([F:34])([F:33])[C:22]1[NH:23][C:24]2[C:29]([CH:30]=1)=[CH:28][C:27]([CH2:31][NH2:32])=[CH:26][CH:25]=2.[CH2:35]([N:37](CC)CC)C. Product: [F:34][C:21]([F:20])([F:33])[C:22]1[NH:23][C:24]2[C:29]([CH:30]=1)=[CH:28][C:27]([CH2:31][NH:32][C:14]([C:15]1[CH:10]=[CH:11][C:3]([C:2]([F:1])([F:12])[F:13])=[CH:35][N:37]=1)=[O:18])=[CH:26][CH:25]=2. The catalyst class is: 59. (5) Reactant: CS(O[CH2:6][CH2:7][C:8]1([NH:11][C:12]([O:14][C:15]([CH3:18])([CH3:17])[CH3:16])=[O:13])[CH2:10][CH2:9]1)(=O)=O.[C:19]1(=[O:29])[NH:23][C:22](=[O:24])[C:21]2=[CH:25][CH:26]=[CH:27][CH:28]=[C:20]12.[K]. Product: [O:24]=[C:22]1[C:21]2[C:20](=[CH:28][CH:27]=[CH:26][CH:25]=2)[C:19](=[O:29])[N:23]1[CH2:6][CH2:7][C:8]1([NH:11][C:12](=[O:13])[O:14][C:15]([CH3:18])([CH3:17])[CH3:16])[CH2:10][CH2:9]1. The catalyst class is: 9. (6) Reactant: [Br:1][C:2]1[CH:3]=[C:4]2[C:12](=[C:13]([C:15](=[O:17])[NH2:16])[CH:14]=1)[NH:11][C:10]1[CH:9]=C(C(OCC)=O)[CH:7]=[CH:6][C:5]2=1.[CH3:23][Mg]Br.[CH3:26][C:27]([CH3:29])=[O:28].[NH4+].[Cl-]. Product: [Br:1][C:2]1[CH:14]=[C:13]([C:15]([NH2:16])=[O:17])[C:12]2[NH:11][C:10]3[C:5]([C:4]=2[CH:3]=1)=[CH:6][CH:7]=[C:26]([C:27]([OH:28])([CH3:23])[CH3:29])[CH:9]=3. The catalyst class is: 56. (7) Reactant: [Cl:1][C:2]1[CH:7]=[CH:6][C:5]([Cl:8])=[CH:4][C:3]=1[NH:9][NH2:10].[C:11]([CH2:16][C:17](OCC)=[O:18])(=O)[CH:12]([CH3:14])[CH3:13].C(O)C.[O-]CC.[Na+]. Product: [Cl:1][C:2]1[CH:7]=[CH:6][C:5]([Cl:8])=[CH:4][C:3]=1[N:9]1[C:17](=[O:18])[CH2:16][C:11]([CH:12]([CH3:14])[CH3:13])=[N:10]1. The catalyst class is: 13. (8) Reactant: [F:1][C:2]1[CH:7]=[C:6]([F:8])[CH:5]=[CH:4][C:3]=1[NH:9][N:10]1[C:14]([C:15]2[CH:20]=[CH:19][C:18]([Cl:21])=[CH:17][C:16]=2[Cl:22])=[CH:13][NH:12][C:11]1=S.OO.O. Product: [Cl:22][C:16]1[CH:17]=[C:18]([Cl:21])[CH:19]=[CH:20][C:15]=1[C:14]1[N:10]([NH:9][C:3]2[CH:4]=[CH:5][C:6]([F:8])=[CH:7][C:2]=2[F:1])[CH:11]=[N:12][CH:13]=1. The catalyst class is: 15.